This data is from Reaction yield outcomes from USPTO patents with 853,638 reactions. The task is: Predict the reaction yield, written as a fraction of the theoretical maximum amount of product (1.0 means a 100% yield; for example, 0.34 means a 34% yield). (1) The reactants are [C:1](#[N:5])[CH2:2][C:3]#[N:4].[C:6]1([N:12]=[C:13]=[S:14])[CH:11]=[CH:10][CH:9]=[CH:8][CH:7]=1.[CH3:15]I. The catalyst is CN(C=O)C. The product is [CH3:15][S:14][C:13]([NH:12][C:6]1[CH:11]=[CH:10][CH:9]=[CH:8][CH:7]=1)=[C:2]([C:1]#[N:5])[C:3]#[N:4]. The yield is 0.982. (2) The yield is 0.520. The reactants are [CH3:1][CH:2]([CH2:4][CH2:5][CH2:6][C@H:7]([C@@H:9]1[C@:26]2([CH3:27])[C@H:12]([C@H:13]3[C@H:23]([CH2:24][CH2:25]2)[C@:21]2([CH3:22])[C:16]([CH2:17][C@@H:18]([N:28](S(C4C=CC=CC=4[N+]([O-])=O)(=O)=O)[CH2:29][CH2:30][CH2:31][NH:32][C:33](=[O:62])[CH2:34][CH2:35][NH:36][C:37](=[O:61])[CH2:38][CH2:39][NH:40][C:41](=[O:60])[CH2:42][CH2:43][CH2:44][CH2:45][CH2:46][NH:47][C:48]4[C:53]5=[N:54][O:55][N:56]=[C:52]5[C:51]([N+:57]([O-:59])=[O:58])=[CH:50][CH:49]=4)[CH2:19][CH2:20]2)=[CH:15][CH2:14]3)[CH2:11][CH2:10]1)[CH3:8])[CH3:3].C([O-])([O-])=O.[K+].[K+].C1(S)C=CC=CC=1. The product is [CH3:3][CH:2]([CH2:4][CH2:5][CH2:6][C@H:7]([C@@H:9]1[C@:26]2([CH3:27])[C@H:12]([C@H:13]3[C@H:23]([CH2:24][CH2:25]2)[C@:21]2([CH3:22])[C:16]([CH2:17][C@@H:18]([NH:28][CH2:29][CH2:30][CH2:31][NH:32][C:33](=[O:62])[CH2:34][CH2:35][NH:36][C:37](=[O:61])[CH2:38][CH2:39][NH:40][C:41](=[O:60])[CH2:42][CH2:43][CH2:44][CH2:45][CH2:46][NH:47][C:48]4[C:53]5=[N:54][O:55][N:56]=[C:52]5[C:51]([N+:57]([O-:59])=[O:58])=[CH:50][CH:49]=4)[CH2:19][CH2:20]2)=[CH:15][CH2:14]3)[CH2:11][CH2:10]1)[CH3:8])[CH3:1]. The catalyst is CN(C)C=O.O1CCCC1. (3) The reactants are [CH:1]1[C:6]2[S:7][CH2:8][CH2:9][CH2:10][O:11][C:5]=2[C:4]([C:12]([OH:14])=O)=[CH:3][CH:2]=1.C1C=CC2N(O)N=[N:21]C=2C=1.CCN=C=NCCCN(C)C.Cl.N. The catalyst is CN(C=O)C.C(OCC)(=O)C. The product is [CH:1]1[C:6]2[S:7][CH2:8][CH2:9][CH2:10][O:11][C:5]=2[C:4]([C:12]([NH2:21])=[O:14])=[CH:3][CH:2]=1. The yield is 0.640. (4) The reactants are [C:1]([Si:5]([C:32]1[CH:37]=[CH:36][CH:35]=[CH:34][CH:33]=1)([C:26]1[CH:31]=[CH:30][CH:29]=[CH:28][CH:27]=1)[O:6][CH2:7][C:8]([F:25])([F:24])[CH2:9][NH:10][CH:11]([CH3:23])[CH2:12][C:13]1[C:21]2[C:16](=[CH:17][CH:18]=[C:19]([F:22])[CH:20]=2)[NH:15][CH:14]=1)([CH3:4])([CH3:3])[CH3:2].[I:38][C:39]1[CH:46]=[C:45]([F:47])[C:42]([CH:43]=O)=[C:41]([F:48])[CH:40]=1.C(O)(=O)C. The catalyst is C1(C)C=CC=CC=1.CCOC(C)=O. The product is [C:1]([Si:5]([C:26]1[CH:31]=[CH:30][CH:29]=[CH:28][CH:27]=1)([C:32]1[CH:33]=[CH:34][CH:35]=[CH:36][CH:37]=1)[O:6][CH2:7][C:8]([F:25])([F:24])[CH2:9][N:10]1[CH:11]([CH3:23])[CH2:12][C:13]2[C:21]3[C:16](=[CH:17][CH:18]=[C:19]([F:22])[CH:20]=3)[NH:15][C:14]=2[CH:43]1[C:42]1[C:45]([F:47])=[CH:46][C:39]([I:38])=[CH:40][C:41]=1[F:48])([CH3:2])([CH3:3])[CH3:4]. The yield is 0.720. (5) The reactants are C([Mg]Cl)C.Br[C:6]1[S:7][C:8]([CH:13]([O:16][CH3:17])[O:14][CH3:15])=[C:9]([CH3:12])[C:10]=1[Br:11].Br[C:19]([F:21])=[CH2:20]. The catalyst is [Ni](Cl)Cl.C1(C)C=CC=CC=1. The product is [Br:11][C:10]1[C:9]([CH3:12])=[C:8]([CH:13]([O:16][CH3:17])[O:14][CH3:15])[S:7][C:6]=1[C:19]([F:21])=[CH2:20]. The yield is 0.950. (6) The reactants are [Br:1][C:2]1[C:11]2[O:10][CH2:9][C:8](=[O:12])[NH:7][C:6]=2[CH:5]=[CH:4][CH:3]=1.[H-].[Na+].[CH2:15](Br)[C:16]1[CH:21]=[CH:20][CH:19]=[CH:18][CH:17]=1. No catalyst specified. The product is [CH2:15]([N:7]1[C:6]2[CH:5]=[CH:4][CH:3]=[C:2]([Br:1])[C:11]=2[O:10][CH2:9][C:8]1=[O:12])[C:16]1[CH:21]=[CH:20][CH:19]=[CH:18][CH:17]=1. The yield is 0.840. (7) The reactants are C(OC(=O)[NH:7][C@H:8]([C:11]1[CH:16]=[CH:15][CH:14]=[C:13]([CH2:17][N:18]2[CH2:23][CH2:22][O:21][CH2:20][CH2:19]2)[CH:12]=1)[CH2:9][OH:10])(C)(C)C.[ClH:25]. The catalyst is CO. The product is [ClH:25].[NH2:7][C@H:8]([C:11]1[CH:16]=[CH:15][CH:14]=[C:13]([CH2:17][N:18]2[CH2:23][CH2:22][O:21][CH2:20][CH2:19]2)[CH:12]=1)[CH2:9][OH:10]. The yield is 1.00.